This data is from Catalyst prediction with 721,799 reactions and 888 catalyst types from USPTO. The task is: Predict which catalyst facilitates the given reaction. (1) Reactant: [CH2:1]([OH:5])[C@@H:2]([OH:4])[CH3:3].[Si:6](Cl)([C:9]([CH3:12])([CH3:11])[CH3:10])([CH3:8])[CH3:7].N1C=CN=C1. Product: [Si:6]([O:5][CH2:1][C@H:2]([OH:4])[CH3:3])([C:9]([CH3:12])([CH3:11])[CH3:10])([CH3:8])[CH3:7]. The catalyst class is: 3. (2) Reactant: FC(F)(F)C(O)=O.[CH3:8][N:9]1[CH:13]=[CH:12][N:11]=[C:10]1[CH:14]([C:21]1[CH:26]=[CH:25][C:24]([O:27]C2CCCCO2)=[CH:23][CH:22]=1)[CH2:15][C:16]([O:18][CH2:19][CH3:20])=[O:17]. Product: [OH:27][C:24]1[CH:25]=[CH:26][C:21]([CH:14]([C:10]2[N:9]([CH3:8])[CH:13]=[CH:12][N:11]=2)[CH2:15][C:16]([O:18][CH2:19][CH3:20])=[O:17])=[CH:22][CH:23]=1. The catalyst class is: 2. (3) The catalyst class is: 60. Reactant: [H-].[Na+].[CH2:3]([NH:6][C:7](=[O:13])[O:8][C:9]([CH3:12])([CH3:11])[CH3:10])[CH:4]=[CH2:5].[CH2:14](I)[CH3:15]. Product: [CH2:14]([N:6]([CH2:3][CH:4]=[CH2:5])[C:7](=[O:13])[O:8][C:9]([CH3:12])([CH3:11])[CH3:10])[CH3:15]. (4) Reactant: [CH3:1][C:2]1[CH:10]=[CH:9][C:5](C(O)=O)=[CH:4][C:3]=1[C:11]1[CH:12]=[C:13]2[C:17](=[CH:18][CH:19]=1)[C:16](=O)[N:15]([C:21]1[CH:26]=[CH:25][CH:24]=[CH:23][CH:22]=1)[CH2:14]2.C1(P([N:41]=[N+]=[N-])(C2C=CC=CC=2)=O)C=CC=CC=1.[OH2:44]. Product: [NH2:41][C:5]1[CH:9]=[CH:10][C:2]([CH3:1])=[C:3]([C:11]2[CH:12]=[C:13]3[C:17](=[CH:18][CH:19]=2)[C:16](=[O:44])[N:15]([C:21]2[CH:22]=[CH:23][CH:24]=[CH:25][CH:26]=2)[CH2:14]3)[CH:4]=1. The catalyst class is: 3. (5) Reactant: [N+:1]([C:4]1[C:9]([NH:10][CH2:11][C@@H:12]2[CH2:16][CH2:15][NH:14][CH2:13]2)=[CH:8][CH:7]=[CH:6][N:5]=1)([O-:3])=[O:2].C(N(CC)C(C)C)(C)C.[CH:26]1([C:29](Cl)=[O:30])[CH2:28][CH2:27]1. Product: [CH:26]1([C:29]([N:14]2[CH2:15][CH2:16][C@@H:12]([CH2:11][NH:10][C:9]3[C:4]([N+:1]([O-:3])=[O:2])=[N:5][CH:6]=[CH:7][CH:8]=3)[CH2:13]2)=[O:30])[CH2:28][CH2:27]1. The catalyst class is: 503. (6) The catalyst class is: 3. Product: [O:32]1[CH:33]=[CH:26][CH:27]=[C:28]1[NH:29][C:4](=[O:6])[C:3]1[CH:7]=[CH:8][C:9]([CH2:39][C:15]2[CH:20]=[CH:19][CH:18]=[CH:17][CH:16]=2)=[N:10][C:2]=1[NH2:1]. Reactant: [NH2:1][C:2]1[N:10]=[CH:9][CH:8]=[CH:7][C:3]=1[C:4]([OH:6])=O.ON1[C:16]2[CH:17]=[CH:18][CH:19]=[CH:20][C:15]=2N=N1.CCN=C=N[CH2:26][CH2:27][CH2:28][N:29](C)C.[O:32]1C=CC=[C:33]1CN.[C:39](=O)(O)[O-].[Na+].